From a dataset of Forward reaction prediction with 1.9M reactions from USPTO patents (1976-2016). Predict the product of the given reaction. (1) Given the reactants [CH2:1]([CH:3]1[N:12]2[C:7](=[CH:8][C:9](=[O:18])[C:10]([C:13]([O:15]CC)=[O:14])=[CH:11]2)[C:6]2[CH:19]=[C:20]([CH2:25][CH3:26])[C:21]([O:23][CH3:24])=[CH:22][C:5]=2[CH2:4]1)[CH3:2].[OH-].[Na+].Cl, predict the reaction product. The product is: [CH2:1]([CH:3]1[N:12]2[C:7](=[CH:8][C:9](=[O:18])[C:10]([C:13]([OH:15])=[O:14])=[CH:11]2)[C:6]2[CH:19]=[C:20]([CH2:25][CH3:26])[C:21]([O:23][CH3:24])=[CH:22][C:5]=2[CH2:4]1)[CH3:2]. (2) Given the reactants Cl[CH2:2][C:3]1[C:12]2[C:7](=[C:8]([F:15])[C:9]([OH:14])=[C:10]([F:13])[CH:11]=2)[O:6][C:5](=[O:16])[CH:4]=1.[N-:17]=[N+:18]=[N-:19].[Na+], predict the reaction product. The product is: [N:17]([CH2:2][C:3]1[C:12]2[C:7](=[C:8]([F:15])[C:9]([OH:14])=[C:10]([F:13])[CH:11]=2)[O:6][C:5](=[O:16])[CH:4]=1)=[N+:18]=[N-:19]. (3) Given the reactants [NH2:1][C@H:2]([C:5]1[CH:14]=[CH:13][C:12]2[C:7](=[CH:8][CH:9]=[CH:10][CH:11]=2)[CH:6]=1)[CH2:3][OH:4].[F:15][C:16]1[CH:26]=[CH:25][CH:24]=[CH:23][C:17]=1[CH:18]=[CH:19][C:20](O)=[O:21].CCN=C=NCCCN(C)C.Cl.C(N(CC)CC)C, predict the reaction product. The product is: [F:15][C:16]1[CH:26]=[CH:25][CH:24]=[CH:23][C:17]=1[CH:18]=[CH:19][C:20]([NH:1][C@H:2]([C:5]1[CH:14]=[CH:13][C:12]2[C:7](=[CH:8][CH:9]=[CH:10][CH:11]=2)[CH:6]=1)[CH2:3][OH:4])=[O:21]. (4) Given the reactants [CH3:1][O:2][C:3]1[CH:8]=[CH:7][C:6]([C:9]2[N:14]3[N:15]=[C:16]([NH2:18])[N:17]=[C:13]3[CH:12]=[CH:11][CH:10]=2)=[CH:5][CH:4]=1.C(N(CC)CC)C.[CH:26]([C:29](Cl)=[O:30])([CH3:28])[CH3:27], predict the reaction product. The product is: [CH3:1][O:2][C:3]1[CH:8]=[CH:7][C:6]([C:9]2[N:14]3[N:15]=[C:16]([NH:18][C:29](=[O:30])[CH:26]([CH3:28])[CH3:27])[N:17]=[C:13]3[CH:12]=[CH:11][CH:10]=2)=[CH:5][CH:4]=1. (5) Given the reactants F[C:2]1[CH:7]=[CH:6][C:5]([N+:8]([O-:10])=[O:9])=[C:4]([O:11][CH:12]([CH3:14])[CH3:13])[CH:3]=1.[CH3:15][N:16]1[C:20]2([CH2:24][CH2:23][NH:22][CH2:21]2)[CH2:19][CH2:18][CH2:17]1.C(=O)([O-])[O-].[K+].[K+], predict the reaction product. The product is: [CH3:15][N:16]1[C:20]2([CH2:24][CH2:23][N:22]([C:2]3[CH:7]=[CH:6][C:5]([N+:8]([O-:10])=[O:9])=[C:4]([O:11][CH:12]([CH3:14])[CH3:13])[CH:3]=3)[CH2:21]2)[CH2:19][CH2:18][CH2:17]1. (6) Given the reactants [C:1]1([SiH:7]([C:14]2[CH:19]=[CH:18][CH:17]=[CH:16][CH:15]=2)[C:8]2[CH:13]=[CH:12][CH:11]=[CH:10][CH:9]=2)[CH:6]=[CH:5][CH:4]=[CH:3][CH:2]=1.[C:20]([O:23][CH2:24][CH:25]=[CH2:26])(=[O:22])[CH3:21], predict the reaction product. The product is: [C:20]([O:23][CH2:24][CH2:25][CH2:26][Si:7]([C:1]1[CH:2]=[CH:3][CH:4]=[CH:5][CH:6]=1)([C:8]1[CH:13]=[CH:12][CH:11]=[CH:10][CH:9]=1)[C:14]1[CH:15]=[CH:16][CH:17]=[CH:18][CH:19]=1)(=[O:22])[CH3:21].